This data is from CYP2D6 inhibition data for predicting drug metabolism from PubChem BioAssay. The task is: Regression/Classification. Given a drug SMILES string, predict its absorption, distribution, metabolism, or excretion properties. Task type varies by dataset: regression for continuous measurements (e.g., permeability, clearance, half-life) or binary classification for categorical outcomes (e.g., BBB penetration, CYP inhibition). Dataset: cyp2d6_veith. (1) The result is 0 (non-inhibitor). The molecule is Cn1cccc1C(=O)N1CCC2(CCN(Cc3nccs3)CC2)CC1. (2) The drug is O=S(=O)(c1ccccc1)N1CCCCC1c1cccnc1. The result is 0 (non-inhibitor).